Dataset: Reaction yield outcomes from USPTO patents with 853,638 reactions. Task: Predict the reaction yield, written as a fraction of the theoretical maximum amount of product (1.0 means a 100% yield; for example, 0.34 means a 34% yield). The reactants are [OH-].[Na+].C[O:4][C:5](=[O:31])[C:6]1[CH:11]=[CH:10][C:9]([S:12]([N:15]2[C:23]3[C:18](=[CH:19][CH:20]=[CH:21][CH:22]=3)[C:17]([CH:24]3[CH2:28][CH2:27][C:26]([F:30])([F:29])[CH2:25]3)=[CH:16]2)(=[O:14])=[O:13])=[CH:8][CH:7]=1.Cl.CCOC(C)=O. The catalyst is C1COCC1.CO. The product is [F:30][C:26]1([F:29])[CH2:27][CH2:28][CH:24]([C:17]2[C:18]3[C:23](=[CH:22][CH:21]=[CH:20][CH:19]=3)[N:15]([S:12]([C:9]3[CH:8]=[CH:7][C:6]([C:5]([OH:31])=[O:4])=[CH:11][CH:10]=3)(=[O:14])=[O:13])[CH:16]=2)[CH2:25]1. The yield is 0.920.